This data is from Forward reaction prediction with 1.9M reactions from USPTO patents (1976-2016). The task is: Predict the product of the given reaction. (1) Given the reactants Cl.Cl.Cl.[O:4]1[C:8]2=[C:9]([N:13]3[CH2:18][CH2:17][N:16]([CH2:19][CH2:20][C@H:21]4[CH2:26][CH2:25][C@H:24]([NH2:27])[CH2:23][CH2:22]4)[CH2:15][CH2:14]3)[N:10]=[CH:11][CH:12]=[C:7]2[CH2:6][CH2:5]1.[CH2:28]([S:30](Cl)(=[O:32])=[O:31])[CH3:29], predict the reaction product. The product is: [O:4]1[C:8]2=[C:9]([N:13]3[CH2:18][CH2:17][N:16]([CH2:19][CH2:20][C@H:21]4[CH2:26][CH2:25][C@H:24]([NH:27][S:30]([CH2:28][CH3:29])(=[O:32])=[O:31])[CH2:23][CH2:22]4)[CH2:15][CH2:14]3)[N:10]=[CH:11][CH:12]=[C:7]2[CH2:6][CH2:5]1. (2) Given the reactants [CH3:1][O:2][C:3]([C:5]1[S:14][C:8]2[N:9]=[CH:10][N:11]=[C:12](Cl)[C:7]=2[C:6]=1[O:15][CH3:16])=[O:4].[CH3:17][O:18][C:19]1[CH:24]=[CH:23][C:22]([CH:25]([NH2:27])[CH3:26])=[CH:21][CH:20]=1.[CH2:28](N(CC)CC)C, predict the reaction product. The product is: [CH2:1]([O:2][C:3]([C:5]1[S:14][C:8]2[N:9]=[CH:10][N:11]=[C:12]([NH:27][CH:25]([C:22]3[CH:23]=[CH:24][C:19]([O:18][CH3:17])=[CH:20][CH:21]=3)[CH3:26])[C:7]=2[C:6]=1[O:15][CH3:16])=[O:4])[CH3:28].